This data is from Full USPTO retrosynthesis dataset with 1.9M reactions from patents (1976-2016). The task is: Predict the reactants needed to synthesize the given product. (1) Given the product [OH:12][CH2:11][C@@H:10]1[O:5][C:6](=[O:7])[NH:8][C@H:9]1[CH2:13][C:14]1[CH:15]=[CH:16][CH:17]=[CH:18][CH:19]=1, predict the reactants needed to synthesize it. The reactants are: C([O:5][C:6]([NH:8][C@@H:9]([CH2:13][C:14]1[CH:19]=[CH:18][CH:17]=[CH:16][CH:15]=1)[C@@H:10]1[O:12][CH2:11]1)=[O:7])(C)(C)C.C(O)(=O)CC(CC(O)=O)(C(O)=O)O. (2) Given the product [F:46][C:47]([F:52])([F:51])[C:48]([OH:50])=[O:49].[Br:24][C:22]1[CH:23]=[C:18]([S:15]([C:13]2[CH:14]=[C:10]([C:8]([NH2:7])=[NH:9])[S:11][C:12]=2[S:26][CH3:27])(=[O:16])=[O:17])[CH:19]=[N:20][C:21]=1[NH:36][CH2:35][C:31]1[S:32][CH:33]=[CH:34][C:30]=1[CH3:29], predict the reactants needed to synthesize it. The reactants are: C(OC(=O)[NH:7][C:8]([C:10]1[S:11][C:12]([S:26][CH3:27])=[C:13]([S:15]([C:18]2[CH:19]=[N:20][C:21](Cl)=[C:22]([Br:24])[CH:23]=2)(=[O:17])=[O:16])[CH:14]=1)=[NH:9])(C)(C)C.[CH3:29][C:30]1[CH:34]=[CH:33][S:32][C:31]=1[CH2:35][NH2:36].C1COCC1.C(Cl)(Cl)Cl.[F:46][C:47]([F:52])([F:51])[C:48]([OH:50])=[O:49]. (3) Given the product [Cl:2][C:3]1[CH:4]=[C:5]2[C:6]([C:19]3[CH2:24][CH2:23][N:25]([CH3:27])[CH2:21][C:20]=3[N:9]2[CH2:17][C:16]([N:40]2[CH2:41][CH2:36][CH2:37][CH2:38][CH2:39]2)=[O:15])=[CH:7][CH:8]=1, predict the reactants needed to synthesize it. The reactants are: Cl.[Cl:2][C:3]1[CH:4]=[C:5]([NH:9]N)[CH:6]=[CH:7][CH:8]=1.BrCC([O:15][CH2:16][CH3:17])=O.Cl[C:19]1[CH:20]=[C:21]([N:25]([CH2:27]C(OCC)=O)N)C=[CH:23][CH:24]=1.C(O[CH:36](OCC)[CH2:37][CH2:38][CH2:39][NH:40][CH3:41])C.ClC1C=C2C(C(CCNC)=CN2CC(OCC)=O)=CC=1.C=O.C(O)(C(F)(F)F)=O.ClC1C=C2C(C3CCN(C)CC=3N2CC(O)=O)=CC=1.N1CCCCC1.CCN=C=NCCCN(C)C. (4) The reactants are: C(OC(=O)CS(C1C=CC([O:15][CH2:16][CH2:17][CH:18]([CH3:20])[CH3:19])=CC=1)(=O)=O)C.ClCCN(CCCl)CC1C=CC=CC=1.[CH2:36]([O:38][C:39]([C:41]1([S:54]([C:57]2[CH:62]=[CH:61][C:60](OCCC(C)C)=[CH:59][CH:58]=2)(=[O:56])=[O:55])[CH2:46][CH2:45][N:44]([CH2:47][C:48]2[CH:53]=[CH:52][CH:51]=[CH:50][CH:49]=2)[CH2:43][CH2:42]1)=[O:40])[CH3:37]. Given the product [CH2:36]([O:38][C:39]([C:41]1([S:54]([C:57]2[CH:62]=[CH:61][CH:60]=[CH:59][C:58]=2[O:15][CH2:16][CH2:17][CH:18]([CH3:20])[CH3:19])(=[O:56])=[O:55])[CH2:46][CH2:45][N:44]([CH2:47][C:48]2[CH:53]=[CH:52][CH:51]=[CH:50][CH:49]=2)[CH2:43][CH2:42]1)=[O:40])[CH3:37], predict the reactants needed to synthesize it. (5) Given the product [I:16][C:2]1[CH:7]=[CH:6][N:5]=[C:4]2[NH:8][C:9]([C:11]([F:14])([F:13])[F:12])=[CH:10][C:3]=12, predict the reactants needed to synthesize it. The reactants are: Cl[C:2]1[CH:7]=[CH:6][N:5]=[C:4]2[NH:8][C:9]([C:11]([F:14])([F:13])[F:12])=[CH:10][C:3]=12.Cl.[I-:16].[Na+].[OH-].[Na+]. (6) The reactants are: [CH2:1]([N:3]1[C:11]2[C:6](=[CH:7][C:8]([C:12]3[NH:13][C:14]4[N:15]([N:19]=[CH:20][C:21]=4[C:22]([O:24]CC)=[O:23])[C:16](=[O:18])[CH:17]=3)=[CH:9][CH:10]=2)[CH:5]=[N:4]1)[CH3:2].[OH-].[Na+].O.Cl. Given the product [CH2:1]([N:3]1[C:11]2[C:6](=[CH:7][C:8]([C:12]3[NH:13][C:14]4[N:15]([N:19]=[CH:20][C:21]=4[C:22]([OH:24])=[O:23])[C:16](=[O:18])[CH:17]=3)=[CH:9][CH:10]=2)[CH:5]=[N:4]1)[CH3:2], predict the reactants needed to synthesize it. (7) Given the product [Cl:8][C:6]1[CH:7]=[C:2]([C:25]2[CH:30]=[CH:29][CH:28]=[CH:27][CH:26]=2)[C:3]([C:9]([NH:11][C:12]2[CH:24]=[CH:23][C:15]([C:16]([O:18][C:19]([CH3:22])([CH3:21])[CH3:20])=[O:17])=[CH:14][CH:13]=2)=[O:10])=[N:4][CH:5]=1, predict the reactants needed to synthesize it. The reactants are: Br[C:2]1[C:3]([C:9]([NH:11][C:12]2[CH:24]=[CH:23][C:15]([C:16]([O:18][C:19]([CH3:22])([CH3:21])[CH3:20])=[O:17])=[CH:14][CH:13]=2)=[O:10])=[N:4][CH:5]=[C:6]([Cl:8])[CH:7]=1.[C:25]1(B(O)O)[CH:30]=[CH:29][CH:28]=[CH:27][CH:26]=1.C(=O)([O-])[O-].[Na+].[Na+].O1CCOCC1. (8) Given the product [F:1][C:2]1[CH:3]=[C:4]([CH:14]([NH:16][C:17]([C:19]2[N:20]=[C:21]([C:32]3[CH:31]=[CH:30][CH:29]=[C:28]([CH:25]([CH3:27])[CH3:26])[CH:33]=3)[S:22][CH:23]=2)=[O:18])[CH3:15])[CH:5]=[C:6]([F:13])[C:7]=1[NH:8][S:9]([CH3:12])(=[O:11])=[O:10], predict the reactants needed to synthesize it. The reactants are: [F:1][C:2]1[CH:3]=[C:4]([CH:14]([NH:16][C:17]([C:19]2[N:20]=[C:21](Cl)[S:22][CH:23]=2)=[O:18])[CH3:15])[CH:5]=[C:6]([F:13])[C:7]=1[NH:8][S:9]([CH3:12])(=[O:11])=[O:10].[CH:25]([C:28]1[CH:29]=[C:30](B(O)O)[CH:31]=[CH:32][CH:33]=1)([CH3:27])[CH3:26]. (9) Given the product [F:16][C:7]([F:15])([F:6])[C:8]1[S:12][C:11]([CH:13]([OH:14])[CH3:2])=[CH:10][CH:9]=1, predict the reactants needed to synthesize it. The reactants are: O1CCC[CH2:2]1.[F:6][C:7]([F:16])([F:15])[C:8]1[S:12][C:11]([CH:13]=[O:14])=[CH:10][CH:9]=1.C[Mg]Br. (10) The reactants are: [C:1]([O:4][C@H:5]1[C@@H:10]([O:11][C:12](=[O:14])[CH3:13])[C@@H:9]([CH2:15][O:16][C:17](=[O:19])[CH3:18])[O:8][C@@H:7](OC(=O)C)[C@@H:6]1[NH:24][C:25](=[O:27])[CH3:26])(=[O:3])[CH3:2].O([Si](C)(C)C)S(C(F)(F)F)(=O)=O.C(N(CC)CC)C. Given the product [C:12]([O:11][C@H:10]1[C@@H:9]([CH2:15][O:16][C:17](=[O:19])[CH3:18])[O:8][C@H:7]2[C@H:6]([N:24]=[C:25]([CH3:26])[O:27]2)[C@H:5]1[O:4][C:1](=[O:3])[CH3:2])(=[O:14])[CH3:13], predict the reactants needed to synthesize it.